From a dataset of Forward reaction prediction with 1.9M reactions from USPTO patents (1976-2016). Predict the product of the given reaction. (1) Given the reactants [Cl:1][CH2:2]/[CH:3]=[C:4](/[C:6]1[CH:7]=[C:8]([CH:11]=[CH:12][CH:13]=1)[C:9]#[N:10])\[CH3:5].[N+](=[CH:16][C:17]([O:19][CH2:20][CH3:21])=[O:18])=[N-], predict the reaction product. The product is: [Cl:1][CH2:2][CH:3]1[CH:16]([C:17]([O:19][CH2:20][CH3:21])=[O:18])[C:4]1([C:6]1[CH:13]=[CH:12][CH:11]=[C:8]([C:9]#[N:10])[CH:7]=1)[CH3:5]. (2) Given the reactants O1[CH2:5][CH2:4][CH2:3][CH2:2]1.[CH2:6]([O:13][C:14]([NH:16][NH:17][C@@:18]([CH3:31])([CH2:22][C:23]1[CH:28]=[CH:27][C:26]([OH:29])=[C:25]([OH:30])[CH:24]=1)[C:19]([OH:21])=[O:20])=[O:15])[C:7]1[CH:12]=[CH:11][CH:10]=[CH:9][CH:8]=1.P([O-])([O-])([O-])=O.C(=O)([O-])[O-].[Cs+].[Cs+].[CH2:43](Br)[C:44]1[CH:49]=[CH:48][CH:47]=[CH:46][CH:45]=1, predict the reaction product. The product is: [CH2:2]([N:17]([C@@:18]([CH3:31])([CH2:22][C:23]1[CH:28]=[CH:27][C:26]([OH:29])=[C:25]([O:30][CH2:6][C:7]2[CH:12]=[CH:11][CH:10]=[CH:9][CH:8]=2)[CH:24]=1)[C:19]([O:21][CH2:43][C:44]1[CH:49]=[CH:48][CH:47]=[CH:46][CH:45]=1)=[O:20])[NH:16][C:14]([O:13][CH2:6][C:7]1[CH:12]=[CH:11][CH:10]=[CH:9][CH:8]=1)=[O:15])[C:3]1[CH:4]=[CH:3][CH:2]=[CH:5][CH:4]=1. (3) Given the reactants O.[NH2:2][NH2:3].[CH2:4]([O:11][CH2:12][C:13](Cl)=[O:14])[C:5]1[CH:10]=[CH:9][CH:8]=[CH:7][CH:6]=1, predict the reaction product. The product is: [CH2:4]([O:11][CH2:12][C:13]([NH:2][NH2:3])=[O:14])[C:5]1[CH:10]=[CH:9][CH:8]=[CH:7][CH:6]=1. (4) Given the reactants [C:1]([O:5][C:6]([N:8]1[CH2:12][CH2:11][CH2:10][C@H:9]1[C:13]([OH:15])=[O:14])=[O:7])([CH3:4])([CH3:3])[CH3:2].CN(C(ON1N=NC2[CH:27]=[CH:28][CH:29]=[N:30]C1=2)=[N+](C)C)C.F[P-](F)(F)(F)(F)F.CCN(C(C)C)C(C)C.[NH2:49][C:50]1[S:51][CH:52]=[C:53]([C:55]2[CH:63]=[CH:62][C:58]([C:59]([OH:61])=[O:60])=[CH:57][CH:56]=2)[N:54]=1, predict the reaction product. The product is: [C:1]([O:5][C:6]([N:8]1[CH2:12][CH2:11][CH2:10][C@H:9]1[C:13](=[O:15])[NH:49][C:50]1[S:51][CH:52]=[C:53]([C:55]2[CH:56]=[CH:57][C:58]([C:59](=[O:61])[NH:30][CH:29]3[CH2:27][CH2:28]3)=[CH:62][CH:63]=2)[N:54]=1)=[O:7])([CH3:2])([CH3:3])[CH3:4].[C:1]([O:5][C:6]([N:8]1[CH2:12][CH2:11][CH2:10][C@H:9]1[C:13](=[O:14])[NH:49][C:50]1[S:51][CH:52]=[C:53]([C:55]2[CH:56]=[CH:57][C:58]([C:59]([OH:61])=[O:60])=[CH:62][CH:63]=2)[N:54]=1)=[O:7])([CH3:4])([CH3:3])[CH3:2]. (5) Given the reactants Cl[CH2:2][CH2:3][CH2:4][CH2:5][N:6]1[C:10](=[O:11])[CH2:9][NH:8][C:7]1=[O:12].C(=O)([O-])[O-].[K+].[K+].[CH3:19][O:20][C:21]1[CH:26]=[CH:25][CH:24]=[CH:23][C:22]=1[N:27]1[CH2:32][CH2:31][NH:30][CH2:29][CH2:28]1, predict the reaction product. The product is: [CH3:19][O:20][C:21]1[CH:26]=[CH:25][CH:24]=[CH:23][C:22]=1[N:27]1[CH2:32][CH2:31][N:30]([CH2:2][CH2:3][CH2:4][CH2:5][N:6]2[C:10](=[O:11])[CH2:9][NH:8][C:7]2=[O:12])[CH2:29][CH2:28]1. (6) Given the reactants [O:1]=[C:2]1[N:6](C(OCC2C=CC=CC=2)=O)[C@H:5]([C:17]([O:19]CC2C=CC=CC=2)=[O:18])[CH2:4][N:3]1[C:27]([O:29][C:30]([CH3:33])([CH3:32])[CH3:31])=[O:28], predict the reaction product. The product is: [C:30]([O:29][C:27]([N:3]1[CH2:4][C@@H:5]([C:17]([OH:19])=[O:18])[NH:6][C:2]1=[O:1])=[O:28])([CH3:33])([CH3:31])[CH3:32]. (7) The product is: [F:36][C:33]1[CH:32]=[CH:31][C:30]([C:8]2[C:5]3[CH:6]=[N:7][C:2]([NH:48][C:46]([NH:45][C@@H:43]([C:37]4[CH:42]=[CH:41][CH:40]=[CH:39][CH:38]=4)[CH3:44])=[O:47])=[CH:3][C:4]=3[N:10]([C:11]([C:24]3[CH:29]=[CH:28][CH:27]=[CH:26][CH:25]=3)([C:12]3[CH:17]=[CH:16][CH:15]=[CH:14][CH:13]=3)[C:18]3[CH:23]=[CH:22][CH:21]=[CH:20][CH:19]=3)[N:9]=2)=[CH:35][CH:34]=1. Given the reactants Cl[C:2]1[N:7]=[CH:6][C:5]2[C:8]([C:30]3[CH:35]=[CH:34][C:33]([F:36])=[CH:32][CH:31]=3)=[N:9][N:10]([C:11]([C:24]3[CH:29]=[CH:28][CH:27]=[CH:26][CH:25]=3)([C:18]3[CH:23]=[CH:22][CH:21]=[CH:20][CH:19]=3)[C:12]3[CH:17]=[CH:16][CH:15]=[CH:14][CH:13]=3)[C:4]=2[CH:3]=1.[C:37]1([C@H:43]([NH:45][C:46]([NH2:48])=[O:47])[CH3:44])[CH:42]=[CH:41][CH:40]=[CH:39][CH:38]=1.C([O-])([O-])=O.[Cs+].[Cs+], predict the reaction product.